This data is from Forward reaction prediction with 1.9M reactions from USPTO patents (1976-2016). The task is: Predict the product of the given reaction. (1) Given the reactants [C:1](=[O:4])([O-])[O-:2].[K+].[K+].[C:7]1(P(C2C=CC=CC=2)CCCP(C2C=CC=CC=2)C2C=CC=CC=2)C=CC=C[CH:8]=1.Cl[C:37]1[CH:42]=[CH:41][C:40]([F:43])=[CH:39][N:38]=1.[C]=O, predict the reaction product. The product is: [F:43][C:40]1[CH:41]=[CH:42][C:37]([C:1]([O:2][CH2:7][CH3:8])=[O:4])=[N:38][CH:39]=1. (2) Given the reactants [NH2:1][O:2][CH:3]([CH3:8])[CH2:4][CH2:5][C:6]#[N:7].[CH3:9][O:10][C:11]1[CH:16]=[CH:15][C:14](S(Cl)(=O)=O)=[CH:13][CH:12]=1.[CH:21](N(C(C)C)CC)(C)C.S(Cl)(Cl)(=O)=O.[OH-].[Na+], predict the reaction product. The product is: [CH3:9][O:10][C:11]1[CH:16]=[CH:15][C:14]([CH2:21][NH:1][O:2][CH:3]([CH3:8])[CH2:4][CH2:5][C:6]#[N:7])=[CH:13][CH:12]=1. (3) Given the reactants [BH4-].[Na+].[Cl:3][CH2:4][C:5]([C:7]1[S:8][C:9]([CH3:12])=[CH:10][N:11]=1)=[O:6], predict the reaction product. The product is: [Cl:3][CH2:4][CH:5]([C:7]1[S:8][C:9]([CH3:12])=[CH:10][N:11]=1)[OH:6]. (4) Given the reactants [C:1]([N:11]1[CH2:16][CH2:15][C@@H:14]([N:17]=[N+]=[N-])[C@H:13]([OH:20])[CH2:12]1)([O:3][CH2:4][C:5]1[CH:10]=[CH:9][CH:8]=[CH:7][CH:6]=1)=[O:2], predict the reaction product. The product is: [C:1]([N:11]1[CH2:16][CH2:15][C@@H:14]([NH2:17])[C@H:13]([OH:20])[CH2:12]1)([O:3][CH2:4][C:5]1[CH:6]=[CH:7][CH:8]=[CH:9][CH:10]=1)=[O:2]. (5) Given the reactants C([C@@H]1N(C(=O)C2C=CC(OC3C=CC=CC=3)=CC=2)C[C@H](CC(C)C)NC1=O)C(C)C.[CH2:31]([C@@H:35]1[NH:40][CH2:39][C@H:38]([CH:41]([CH3:43])[CH3:42])[NH:37][C:36]1=[O:44])[CH:32]([CH3:34])[CH3:33].[F:45][C:46]1[CH:51]=[CH:50][C:49]([C:52]2[O:56][N:55]=[C:54]([C:57](O)=[O:58])[N:53]=2)=[CH:48][CH:47]=1, predict the reaction product. The product is: [F:45][C:46]1[CH:47]=[CH:48][C:49]([C:52]2[O:56][N:55]=[C:54]([C:57]([N:40]3[CH2:39][C@H:38]([CH:41]([CH3:43])[CH3:42])[NH:37][C:36](=[O:44])[C@@H:35]3[CH2:31][CH:32]([CH3:34])[CH3:33])=[O:58])[N:53]=2)=[CH:50][CH:51]=1. (6) Given the reactants CCOCC.[ClH:6].[CH3:7][N:8]([CH3:42])[CH2:9][CH2:10][CH2:11][NH:12][C:13](=[O:41])[C:14]1[CH:19]=[CH:18][C:17]([C:20]2[N:25]=[C:24]3[N:26]([CH2:29][C:30]4[CH:31]=[C:32]5[C:37](=[CH:38][CH:39]=4)[N:36]=[CH:35][CH:34]=[CH:33]5)[N:27]=[N:28][C:23]3=[CH:22][CH:21]=2)=[CH:16][C:15]=1[F:40], predict the reaction product. The product is: [ClH:6].[ClH:6].[CH3:42][N:8]([CH3:7])[CH2:9][CH2:10][CH2:11][NH:12][C:13](=[O:41])[C:14]1[CH:19]=[CH:18][C:17]([C:20]2[N:25]=[C:24]3[N:26]([CH2:29][C:30]4[CH:31]=[C:32]5[C:37](=[CH:38][CH:39]=4)[N:36]=[CH:35][CH:34]=[CH:33]5)[N:27]=[N:28][C:23]3=[CH:22][CH:21]=2)=[CH:16][C:15]=1[F:40]. (7) Given the reactants [NH2:1][C:2]1[CH2:3][C:4]([C:21](OCC)=[O:22])=[CH:5][C:6]2[CH:12]=[CH:11][C:10]([O:13][CH2:14]C3C=CC=CC=3)=[CH:9][C:7]=2[N:8]=1.[CH2:26]([NH:29][CH2:30][CH2:31][CH3:32])[CH2:27][CH3:28].[C:33]([O:37][C:38]([NH:40][C:41]1[CH2:42][C:43]([C:65]([O:67][CH2:68][CH3:69])=[O:66])=[CH:44][C:45]2[CH:51]=[CH:50][C:49]([C:52]3[CH:57]=[CH:56][C:55]([C:58]([N:60]4[CH2:64][CH2:63][CH2:62][CH2:61]4)=[O:59])=[CH:54][CH:53]=3)=[CH:48][C:46]=2[N:47]=1)=[O:39])([CH3:36])([CH3:35])[CH3:34].NC1CC(C(OCC)=O)=CC2C=CC(C3C=CC(C(N4CCCC4)=O)=CC=3)=CC=2N=1.CC(OC(OC(OC(C)(C)C)=O)=O)(C)C, predict the reaction product. The product is: [NH2:1][C:2]1[CH2:3][C:4]([C:21]([N:29]([CH2:30][CH2:31][CH3:32])[CH2:26][CH2:27][CH3:28])=[O:22])=[CH:5][C:6]2[CH:12]=[CH:11][C:10]([O:13][CH2:14][C:45]3[CH:51]=[CH:50][CH:49]=[CH:48][CH:46]=3)=[CH:9][C:7]=2[N:8]=1.[C:33]([O:37][C:38]([NH:40][C:41]1[CH2:42][C:43]([C:65]([O:67][CH2:68][CH3:69])=[O:66])=[CH:44][C:45]2[CH:51]=[CH:50][C:49]([C:52]3[CH:57]=[CH:56][C:55]([C:58]([N:60]4[CH2:64][CH2:63][CH2:62][CH2:61]4)=[O:59])=[CH:54][CH:53]=3)=[CH:48][C:46]=2[N:47]=1)=[O:39])([CH3:36])([CH3:35])[CH3:34].